This data is from Reaction yield outcomes from USPTO patents with 853,638 reactions. The task is: Predict the reaction yield, written as a fraction of the theoretical maximum amount of product (1.0 means a 100% yield; for example, 0.34 means a 34% yield). (1) The reactants are [CH:1]1([N:4]([C:12]2[N:17]3[N:18]=[CH:19][C:20]([CH:21]=[O:22])=[C:16]3[N:15]=[C:14]([C:23]3[CH:28]=[CH:27][CH:26]=[C:25]([CH2:29][OH:30])[CH:24]=3)[CH:13]=2)C(=O)OC(C)(C)C)[CH2:3][CH2:2]1.Cl.[OH-].[Na+]. The catalyst is O1CCOCC1.O. The product is [CH:1]1([NH:4][C:12]2[N:17]3[N:18]=[CH:19][C:20]([CH:21]=[O:22])=[C:16]3[N:15]=[C:14]([C:23]3[CH:28]=[CH:27][CH:26]=[C:25]([CH2:29][OH:30])[CH:24]=3)[CH:13]=2)[CH2:2][CH2:3]1. The yield is 0.440. (2) The reactants are [ClH:1].C(O/[CH:5]=[C:6]1\[C:7](=O)[C:8]2[C:13]([O:14][C:15]3\1[CH2:20][CH2:19][NH:18][CH2:17][CH2:16]3)=[CH:12][CH:11]=[CH:10][CH:9]=2)C.[CH3:22][NH:23][NH2:24]. The catalyst is C(O)C. The product is [ClH:1].[CH3:22][N:23]1[CH:5]=[C:6]2[C:15]3([O:14][C:13]4[CH:12]=[CH:11][CH:10]=[CH:9][C:8]=4[C:7]2=[N:24]1)[CH2:20][CH2:19][NH:18][CH2:17][CH2:16]3. The yield is 0.740. (3) The reactants are [Br:1][C:2]1[CH:7]=[CH:6][C:5]([S:8]([N:11]([CH3:13])[CH3:12])(=[O:10])=[O:9])=C(C#N)[CH:3]=1.[OH-:16].[Na+].[O:18]1[CH2:23][CH2:22]OCC1. The yield is 0.340. No catalyst specified. The product is [Br:1][C:2]1[CH:7]=[CH:6][C:5]([S:8](=[O:10])(=[O:9])[N:11]([CH3:13])[CH3:12])=[C:22]([CH:3]=1)[C:23]([OH:18])=[O:16]. (4) The reactants are [CH3:1][O:2][C:3]([C:5]1[C:13]([NH:14][C:15]2[CH:20]=[CH:19][CH:18]=[CH:17][C:16]=2[CH3:21])=[C:12]([F:22])[C:8]2[NH:9][CH:10]=[N:11][C:7]=2[CH:6]=1)=[O:4].CO.C1C(=O)N([I:32])C(=O)C1.CC1C=CC(S(O)(=O)=O)=CC=1.O. The catalyst is C1COCC1.C(Cl)Cl. The product is [CH3:1][O:2][C:3]([C:5]1[C:13]([NH:14][C:15]2[CH:20]=[CH:19][C:18]([I:32])=[CH:17][C:16]=2[CH3:21])=[C:12]([F:22])[C:8]2[NH:9][CH:10]=[N:11][C:7]=2[CH:6]=1)=[O:4]. The yield is 0.690.